From a dataset of Catalyst prediction with 721,799 reactions and 888 catalyst types from USPTO. Predict which catalyst facilitates the given reaction. (1) Reactant: [OH-].[Li+].[C:3]([C:5]1[CH:6]=[C:7]([CH:12]=[CH:13][N:14]=1)[C:8]([O:10]C)=[O:9])#[N:4]. Product: [C:3]([C:5]1[CH:6]=[C:7]([CH:12]=[CH:13][N:14]=1)[C:8]([OH:10])=[O:9])#[N:4]. The catalyst class is: 20. (2) Reactant: C(O)C.C([O:11][C:12](=[O:29])[C:13]1[CH:18]=[C:17]([C:19]#[N:20])[CH:16]=[CH:15][C:14]=1[O:21]CC1C=CC=CC=1)C1C=CC=CC=1. Product: [C:19]([C:17]1[CH:18]=[C:13]([C:12]([OH:29])=[O:11])[C:14]([OH:21])=[CH:15][CH:16]=1)#[N:20]. The catalyst class is: 304. (3) Reactant: [CH2:1]([O:3][P:4]([CH:9]([F:27])[CH2:10][C@@H:11]([OH:26])[C@@H:12]([OH:25])[C@@H:13]([OH:24])[CH2:14][NH:15][O:16][CH2:17][C:18]1[CH:23]=[CH:22][CH:21]=[CH:20][CH:19]=1)(=[O:8])[O:5][CH2:6][CH3:7])[CH3:2].[CH:28](OCC(F)(F)F)=[O:29].CCOC(C)=O.CO. Product: [CH2:1]([O:3][P:4]([CH:9]([F:27])[CH2:10][C@@H:11]([OH:26])[C@@H:12]([OH:25])[C@@H:13]([OH:24])[CH2:14][N:15]([O:16][CH2:17][C:18]1[CH:19]=[CH:20][CH:21]=[CH:22][CH:23]=1)[CH:28]=[O:29])(=[O:8])[O:5][CH2:6][CH3:7])[CH3:2]. The catalyst class is: 1. (4) Reactant: [Cl:1][C:2]1[CH:9]=[CH:8][C:5]([CH2:6]Br)=[CH:4][CH:3]=1.[CH3:10][O:11][C:12]1[CH:30]=[C:29]([O:31][CH3:32])[CH:28]=[CH:27][C:13]=1[CH2:14][N:15]1[C:24]2[C:19](=[N:20][CH:21]=[CH:22][N:23]=2)[C:18](=[O:25])[NH:17][C:16]1=[O:26].C(=O)([O-])[O-].[K+].[K+].O. Product: [Cl:1][C:2]1[CH:9]=[CH:8][C:5]([CH2:6][N:17]2[C:18](=[O:25])[C:19]3[C:24](=[N:23][CH:22]=[CH:21][N:20]=3)[N:15]([CH2:14][C:13]3[CH:27]=[CH:28][C:29]([O:31][CH3:32])=[CH:30][C:12]=3[O:11][CH3:10])[C:16]2=[O:26])=[CH:4][CH:3]=1. The catalyst class is: 85. (5) Reactant: Cl[C:2]1[C:3]2[S:19][CH:18]=[C:17]([CH3:20])[C:4]=2[N:5]=[C:6]([C:8]([C:10]2[CH:15]=[CH:14][C:13]([F:16])=[CH:12][CH:11]=2)=[O:9])[N:7]=1.[NH:21]1[CH:25]=[CH:24][C:23]([NH2:26])=[N:22]1.Cl.O1CCOCC1.O. Product: [NH:21]1[CH:25]=[CH:24][C:23]([NH:26][C:2]2[C:3]3[S:19][CH:18]=[C:17]([CH3:20])[C:4]=3[N:5]=[C:6]([C:8]([C:10]3[CH:15]=[CH:14][C:13]([F:16])=[CH:12][CH:11]=3)=[O:9])[N:7]=2)=[N:22]1. The catalyst class is: 141. (6) Reactant: [OH:1][NH:2][C:3](=[O:24])[C:4]([OH:23])([CH3:22])[CH2:5][S:6]([C:9]1[CH:14]=[CH:13][C:12]([O:15][C:16]2[CH:21]=[CH:20][CH:19]=[CH:18][CH:17]=2)=[CH:11][CH:10]=1)(=[O:8])=[O:7].C(O)(C)C. Product: [OH:1][NH:2][C:3](=[O:24])[C@:4]([OH:23])([CH3:22])[CH2:5][S:6]([C:9]1[CH:10]=[CH:11][C:12]([O:15][C:16]2[CH:17]=[CH:18][CH:19]=[CH:20][CH:21]=2)=[CH:13][CH:14]=1)(=[O:7])=[O:8]. The catalyst class is: 8. (7) Reactant: N1C=CC=CC=1.[NH2:7][C:8]1[CH:21]=[CH:20][C:19]([N+:22]([O-:24])=[O:23])=[CH:18][C:9]=1[C:10]([C:12]1[CH:17]=[CH:16][CH:15]=[CH:14][CH:13]=1)=[O:11].[CH3:25][O:26][C:27]1[CH:32]=[CH:31][C:30]([S:33](Cl)(=[O:35])=[O:34])=[CH:29][CH:28]=1.Cl. Product: [CH3:25][O:26][C:27]1[CH:28]=[CH:29][C:30]([S:33]([NH:7][C:8]2[CH:21]=[CH:20][C:19]([N+:22]([O-:24])=[O:23])=[CH:18][C:9]=2[C:10]([C:12]2[CH:13]=[CH:14][CH:15]=[CH:16][CH:17]=2)=[O:11])(=[O:35])=[O:34])=[CH:31][CH:32]=1. The catalyst class is: 13. (8) Reactant: [OH:1][CH:2]([CH2:6][O:7][S:8]([C:11]1[CH:17]=[CH:16][C:14]([CH3:15])=[CH:13][CH:12]=1)(=[O:10])=[O:9])[CH2:3][C:4]#[N:5].[C:18](OC(=O)C)(=[O:20])[CH3:19].N1C=CC=CC=1.Cl. Product: [C:18]([O:1][CH:2]([CH2:6][O:7][S:8]([C:11]1[CH:12]=[CH:13][C:14]([CH3:15])=[CH:16][CH:17]=1)(=[O:10])=[O:9])[CH2:3][C:4]#[N:5])(=[O:20])[CH3:19]. The catalyst class is: 13. (9) Reactant: [OH:1][C:2]1[CH:7]=[C:6]([C:8]([O:10][CH3:11])=[O:9])[CH:5]=[CH:4][N:3]=1.[H-].[Na+].Br[CH2:15][CH:16]([CH3:18])[CH3:17]. Product: [CH3:15][CH:16]([CH3:18])[CH2:17][N:3]1[CH:4]=[CH:5][C:6]([C:8]([O:10][CH3:11])=[O:9])=[CH:7][C:2]1=[O:1]. The catalyst class is: 9. (10) Reactant: [CH3:1][C@@H:2]1[CH2:6][CH2:5][CH2:4][NH:3]1.C(=O)([O-])[O-].[K+].[K+].Br[CH2:14][CH2:15][O:16][C:17]1[CH:18]=[C:19]([CH:25]=[CH:26][CH:27]=1)[C:20]([O:22][CH2:23][CH3:24])=[O:21]. Product: [CH3:1][C@@H:2]1[CH2:6][CH2:5][CH2:4][N:3]1[CH2:14][CH2:15][O:16][C:17]1[CH:18]=[C:19]([CH:25]=[CH:26][CH:27]=1)[C:20]([O:22][CH2:23][CH3:24])=[O:21]. The catalyst class is: 10.